From a dataset of NCI-60 drug combinations with 297,098 pairs across 59 cell lines. Regression. Given two drug SMILES strings and cell line genomic features, predict the synergy score measuring deviation from expected non-interaction effect. (1) Drug 1: C1=NC(=NC(=O)N1C2C(C(C(O2)CO)O)O)N. Drug 2: CC1CCC2CC(C(=CC=CC=CC(CC(C(=O)C(C(C(=CC(C(=O)CC(OC(=O)C3CCCCN3C(=O)C(=O)C1(O2)O)C(C)CC4CCC(C(C4)OC)OCCO)C)C)O)OC)C)C)C)OC. Cell line: OVCAR-5. Synergy scores: CSS=17.1, Synergy_ZIP=-7.71, Synergy_Bliss=-3.38, Synergy_Loewe=-13.4, Synergy_HSA=-1.92. (2) Drug 1: C1CN1P(=S)(N2CC2)N3CC3. Drug 2: CC1=C(N=C(N=C1N)C(CC(=O)N)NCC(C(=O)N)N)C(=O)NC(C(C2=CN=CN2)OC3C(C(C(C(O3)CO)O)O)OC4C(C(C(C(O4)CO)O)OC(=O)N)O)C(=O)NC(C)C(C(C)C(=O)NC(C(C)O)C(=O)NCCC5=NC(=CS5)C6=NC(=CS6)C(=O)NCCC[S+](C)C)O. Cell line: KM12. Synergy scores: CSS=24.9, Synergy_ZIP=-9.72, Synergy_Bliss=-2.77, Synergy_Loewe=-3.49, Synergy_HSA=1.65. (3) Drug 1: CCC(=C(C1=CC=CC=C1)C2=CC=C(C=C2)OCCN(C)C)C3=CC=CC=C3.C(C(=O)O)C(CC(=O)O)(C(=O)O)O. Drug 2: C(CCl)NC(=O)N(CCCl)N=O. Cell line: CCRF-CEM. Synergy scores: CSS=25.7, Synergy_ZIP=7.96, Synergy_Bliss=8.99, Synergy_Loewe=9.84, Synergy_HSA=9.99. (4) Drug 1: C1CC(=O)NC(=O)C1N2CC3=C(C2=O)C=CC=C3N. Drug 2: CC12CCC3C(C1CCC2=O)CC(=C)C4=CC(=O)C=CC34C. Cell line: SK-MEL-28. Synergy scores: CSS=16.6, Synergy_ZIP=-5.12, Synergy_Bliss=-0.891, Synergy_Loewe=-24.1, Synergy_HSA=0.318. (5) Drug 1: C1CC(=O)NC(=O)C1N2CC3=C(C2=O)C=CC=C3N. Drug 2: C(CCl)NC(=O)N(CCCl)N=O. Cell line: MCF7. Synergy scores: CSS=3.96, Synergy_ZIP=1.11, Synergy_Bliss=2.89, Synergy_Loewe=-1.10, Synergy_HSA=-1.93. (6) Drug 1: CN(C)N=NC1=C(NC=N1)C(=O)N. Drug 2: CN(C)C1=NC(=NC(=N1)N(C)C)N(C)C. Cell line: K-562. Synergy scores: CSS=5.44, Synergy_ZIP=-0.766, Synergy_Bliss=1.43, Synergy_Loewe=-9.49, Synergy_HSA=-2.55. (7) Drug 1: CC1CCC2CC(C(=CC=CC=CC(CC(C(=O)C(C(C(=CC(C(=O)CC(OC(=O)C3CCCCN3C(=O)C(=O)C1(O2)O)C(C)CC4CCC(C(C4)OC)OCCO)C)C)O)OC)C)C)C)OC. Drug 2: CS(=O)(=O)CCNCC1=CC=C(O1)C2=CC3=C(C=C2)N=CN=C3NC4=CC(=C(C=C4)OCC5=CC(=CC=C5)F)Cl. Cell line: LOX IMVI. Synergy scores: CSS=-2.85, Synergy_ZIP=3.20, Synergy_Bliss=3.35, Synergy_Loewe=-5.47, Synergy_HSA=-5.14. (8) Drug 1: C1C(C(OC1N2C=C(C(=O)NC2=O)F)CO)O. Drug 2: C1=NC2=C(N1)C(=S)N=CN2. Cell line: MCF7. Synergy scores: CSS=32.1, Synergy_ZIP=-2.34, Synergy_Bliss=2.14, Synergy_Loewe=-2.35, Synergy_HSA=4.19. (9) Drug 1: C(=O)(N)NO. Drug 2: N.N.Cl[Pt+2]Cl. Cell line: RPMI-8226. Synergy scores: CSS=39.9, Synergy_ZIP=2.74, Synergy_Bliss=3.44, Synergy_Loewe=-1.85, Synergy_HSA=6.74. (10) Drug 1: CCCS(=O)(=O)NC1=C(C(=C(C=C1)F)C(=O)C2=CNC3=C2C=C(C=N3)C4=CC=C(C=C4)Cl)F. Drug 2: CC1=C(C=C(C=C1)NC2=NC=CC(=N2)N(C)C3=CC4=NN(C(=C4C=C3)C)C)S(=O)(=O)N.Cl. Cell line: UACC62. Synergy scores: CSS=47.3, Synergy_ZIP=3.90, Synergy_Bliss=3.60, Synergy_Loewe=-19.1, Synergy_HSA=3.76.